From a dataset of Catalyst prediction with 721,799 reactions and 888 catalyst types from USPTO. Predict which catalyst facilitates the given reaction. (1) Reactant: C([O:8][C:9](=[O:54])[CH2:10][CH:11]1[CH2:16][CH2:15][CH:14]([CH2:17][N:18]2[C:31]3[C:23](=[CH:24][C:25]4[CH2:26][O:27][CH2:28][C:29]=4[CH:30]=3)[C@@H:22]([N:32]([CH2:39][C:40]3[CH:45]=[C:44]([C:46]([F:49])([F:48])[F:47])[CH:43]=[C:42]([C:50]([F:53])([F:52])[F:51])[CH:41]=3)[C:33]3[N:34]=[N:35][N:36]([CH3:38])[N:37]=3)[CH2:21][CH2:20][CH2:19]2)[CH2:13][CH2:12]1)C1C=CC=CC=1.[OH-].[Na+].Cl. Product: [F:53][C:50]([F:51])([F:52])[C:42]1[CH:41]=[C:40]([CH:45]=[C:44]([C:46]([F:47])([F:48])[F:49])[CH:43]=1)[CH2:39][N:32]([C:33]1[N:34]=[N:35][N:36]([CH3:38])[N:37]=1)[C@@H:22]1[C:23]2=[CH:24][C:25]3[CH2:26][O:27][CH2:28][C:29]=3[CH:30]=[C:31]2[N:18]([CH2:17][CH:14]2[CH2:15][CH2:16][CH:11]([CH2:10][C:9]([OH:54])=[O:8])[CH2:12][CH2:13]2)[CH2:19][CH2:20][CH2:21]1. The catalyst class is: 24. (2) Reactant: [F:1][C:2]1[C:7]([O:8][CH3:9])=[CH:6][C:5]([O:10][CH3:11])=[C:4]([F:12])[C:3]=1[N:13]1[CH2:22][C:21]2[CH:20]=[N:19][C:18]3[NH:23][CH:24]=[CH:25][C:17]=3[C:16]=2[C:15]([CH3:27])([CH3:26])[C:14]1=[O:28].[H-].[Na+].[C:31]1([S:37](Cl)(=[O:39])=[O:38])[CH:36]=[CH:35][CH:34]=[CH:33][CH:32]=1. Product: [F:12][C:4]1[C:5]([O:10][CH3:11])=[CH:6][C:7]([O:8][CH3:9])=[C:2]([F:1])[C:3]=1[N:13]1[CH2:22][C:21]2[CH:20]=[N:19][C:18]3[N:23]([S:37]([C:31]4[CH:36]=[CH:35][CH:34]=[CH:33][CH:32]=4)(=[O:39])=[O:38])[CH:24]=[CH:25][C:17]=3[C:16]=2[C:15]([CH3:26])([CH3:27])[C:14]1=[O:28]. The catalyst class is: 9. (3) Reactant: [OH:1][CH:2]([CH2:7][NH:8][C:9](=[O:31])[C:10]1[CH:15]=[CH:14][C:13]([O:16][CH3:17])=[C:12](/[CH:18]=[CH:19]/[C:20]2[CH:25]=[CH:24][C:23]([O:26][C:27]([F:30])([F:29])[F:28])=[CH:22][CH:21]=2)[CH:11]=1)[CH2:3][C:4](O)=[O:5].CN1CCOCC1.ClC(OCC)=O.B.[Li]. Product: [OH:1][CH:2]([CH2:3][CH2:4][OH:5])[CH2:7][NH:8][C:9](=[O:31])[C:10]1[CH:15]=[CH:14][C:13]([O:16][CH3:17])=[C:12](/[CH:18]=[CH:19]/[C:20]2[CH:25]=[CH:24][C:23]([O:26][C:27]([F:29])([F:30])[F:28])=[CH:22][CH:21]=2)[CH:11]=1. The catalyst class is: 30. (4) Reactant: O.NN.O=C1C2C(=CC=CC=2)[C:7](=[O:14])[N:6]1[O:15][CH:16]1[CH2:21][CH2:20][N:19]([CH:22]([C:25]2[CH:30]=[CH:29][C:28]([O:31][C:32]([F:35])([F:34])[F:33])=[CH:27][CH:26]=2)[C:23]#[N:24])[CH2:18][CH2:17]1.[F:36][C:37]1[CH:42]=[CH:41][C:40]([N:43]=C=O)=[CH:39][CH:38]=1. Product: [C:23]([CH:22]([C:25]1[CH:26]=[CH:27][C:28]([O:31][C:32]([F:35])([F:33])[F:34])=[CH:29][CH:30]=1)[N:19]1[CH2:20][CH2:21][CH:16]([O:15][NH:6][C:7]([NH:43][C:40]2[CH:41]=[CH:42][C:37]([F:36])=[CH:38][CH:39]=2)=[O:14])[CH2:17][CH2:18]1)#[N:24]. The catalyst class is: 2. (5) Reactant: C(OC([N:8]1[CH2:13][CH2:12][C:11](=O)[CH2:10][CH2:9]1)=O)(C)(C)C.[CH2:15]([NH2:22])[C:16]1[CH:21]=[CH:20][CH:19]=[CH:18][CH:17]=1.[F:23][C:24]([F:38])([F:37])[O:25][C:26]1[CH:31]=[CH:30][C:29]([CH:32]=[CH:33][N+]([O-])=O)=[CH:28][CH:27]=1. Product: [CH2:15]([N:22]1[C:11]2[CH2:10][CH2:9][NH:8][CH2:13][C:12]=2[C:32]([C:29]2[CH:28]=[CH:27][C:26]([O:25][C:24]([F:23])([F:37])[F:38])=[CH:31][CH:30]=2)=[CH:33]1)[C:16]1[CH:21]=[CH:20][CH:19]=[CH:18][CH:17]=1. The catalyst class is: 2. (6) Reactant: [NH:1]1[C:9]2[C:4](=[CH:5][C:6]([O:10][C:11]3[CH:20]=[CH:19][CH:18]=[CH:17][C:12]=3[C:13]([O:15]C)=[O:14])=[CH:7][CH:8]=2)[CH:3]=[N:2]1.[OH-].[Na+].Cl. Product: [NH:1]1[C:9]2[C:4](=[CH:5][C:6]([O:10][C:11]3[CH:20]=[CH:19][CH:18]=[CH:17][C:12]=3[C:13]([OH:15])=[O:14])=[CH:7][CH:8]=2)[CH:3]=[N:2]1. The catalyst class is: 83. (7) Reactant: [C:1]([O:5][C:6]([N:8]1[CH2:13][CH2:12][CH:11]([CH2:14][CH2:15][OH:16])[CH2:10][CH2:9]1)=[O:7])([CH3:4])([CH3:3])[CH3:2].[H-].[Na+].[C:19](Cl)(=[O:24])[C:20]([CH3:23])([CH3:22])[CH3:21].O. Product: [C:1]([O:5][C:6]([N:8]1[CH2:13][CH2:12][CH:11]([CH2:14][CH2:15][O:16][C:19](=[O:24])[C:20]([CH3:23])([CH3:22])[CH3:21])[CH2:10][CH2:9]1)=[O:7])([CH3:4])([CH3:3])[CH3:2]. The catalyst class is: 3. (8) Reactant: [OH-].[Na+].C([O:5][C:6]([C:8]1[C:16]2[C:11](=[CH:12][CH:13]=[C:14]([Br:17])[CH:15]=2)[N:10]([CH3:18])[CH:9]=1)=[O:7])C.O.Cl. Product: [Br:17][C:14]1[CH:15]=[C:16]2[C:11](=[CH:12][CH:13]=1)[N:10]([CH3:18])[CH:9]=[C:8]2[C:6]([OH:7])=[O:5]. The catalyst class is: 8. (9) Reactant: [NH2:1][CH2:2][CH:3]([OH:6])[CH2:4][OH:5].C(N(CC)CC)C.[C:14](O[C:14]([O:16][C:17]([CH3:20])([CH3:19])[CH3:18])=[O:15])([O:16][C:17]([CH3:20])([CH3:19])[CH3:18])=[O:15]. Product: [C:17]([O:16][C:14]([NH:1][CH2:2][CH:3]([OH:6])[CH2:4][OH:5])=[O:15])([CH3:20])([CH3:19])[CH3:18]. The catalyst class is: 5.